From a dataset of Full USPTO retrosynthesis dataset with 1.9M reactions from patents (1976-2016). Predict the reactants needed to synthesize the given product. (1) Given the product [CH2:4]([O:9][C:8](=[O:10])[C:6]1[CH:5]=[C:4]([Cl:11])[N:3]=[C:2]([Cl:1])[CH:7]=1)[CH2:5][CH2:6][CH3:7], predict the reactants needed to synthesize it. The reactants are: [Cl:1][C:2]1[CH:7]=[C:6]([C:8]([OH:10])=[O:9])[CH:5]=[C:4]([Cl:11])[N:3]=1.S(Cl)(Cl)=O.C([O-])(O)=O.[Na+]. (2) Given the product [CH3:6][O:5][C:3](=[O:4])[CH2:2][N:8]([CH2:9][C:10]1[CH:15]=[CH:14][CH:13]=[CH:12][CH:11]=1)[CH3:7], predict the reactants needed to synthesize it. The reactants are: Br[CH2:2][C:3]([O:5][CH3:6])=[O:4].[CH3:7][NH:8][CH2:9][C:10]1[CH:15]=[CH:14][CH:13]=[CH:12][CH:11]=1.CCN(C(C)C)C(C)C. (3) Given the product [Cl:60][C:61]1[CH:62]=[C:63]([CH:68]=[CH:69][CH:70]=1)[C:64]([OH:66])=[O:65], predict the reactants needed to synthesize it. The reactants are: COC1C=CC2NC(S(CC3C(C)=C(OC)C(C)=CN=3)=O)=NC=2C=1.N1C=CC=CC=1CS(C1NC2C=CC=CC=2N=1)=O.N1C=CC=CC=1CSC1NC2C=CC=CC=2N=1.[Cl:60][C:61]1[CH:62]=[C:63]([CH:68]=[CH:69][CH:70]=1)[C:64]([O:66]O)=[O:65]. (4) Given the product [N:17]1([C:14]([C:11]2[CH:10]=[N:9][C:8]([Cl:7])=[CH:13][N:12]=2)=[O:16])[CH2:20][CH2:19][CH2:18]1, predict the reactants needed to synthesize it. The reactants are: C(Cl)(=O)C(Cl)=O.[Cl:7][C:8]1[N:9]=[CH:10][C:11]([C:14]([OH:16])=O)=[N:12][CH:13]=1.[NH:17]1[CH2:20][CH2:19][CH2:18]1.C(N(CC)CC)C. (5) Given the product [CH3:1][C:2]1[CH:3]=[N:4][N:5]([C:7]2[CH:12]=[CH:11][N:10]=[CH:9][C:8]=2[N:13]2[CH2:18][CH2:17][CH:16]([C:19]([NH:28][CH:25]3[CH2:26][CH2:27][O:22][CH2:23][CH2:24]3)=[O:20])[CH2:15][CH2:14]2)[CH:6]=1, predict the reactants needed to synthesize it. The reactants are: [CH3:1][C:2]1[CH:3]=[N:4][N:5]([C:7]2[CH:12]=[CH:11][N:10]=[CH:9][C:8]=2[N:13]2[CH2:18][CH2:17][CH:16]([C:19](O)=[O:20])[CH2:15][CH2:14]2)[CH:6]=1.[O:22]1[CH2:27][CH2:26][CH:25]([NH2:28])[CH2:24][CH2:23]1.CN(C(ON1N=NC2C=CC=NC1=2)=[N+](C)C)C.F[P-](F)(F)(F)(F)F.C(N(CC)CC)C. (6) Given the product [Cl:30][C:28]1[CH:27]=[CH:26][C:24]2[NH:25][C:21]([CH:19]3[CH2:18][N:17]([C:2]4[CH:7]=[C:6]([O:8][CH:9]5[CH2:14][CH2:13][O:12][CH2:11][CH2:10]5)[CH:5]=[CH:4][N:3]=4)[CH2:20]3)=[N:22][C:23]=2[CH:29]=1, predict the reactants needed to synthesize it. The reactants are: Cl[C:2]1[CH:7]=[C:6]([O:8][CH:9]2[CH2:14][CH2:13][O:12][CH2:11][CH2:10]2)[CH:5]=[CH:4][N:3]=1.Cl.Cl.[NH:17]1[CH2:20][CH:19]([C:21]2[NH:25][C:24]3[CH:26]=[CH:27][C:28]([Cl:30])=[CH:29][C:23]=3[N:22]=2)[CH2:18]1.C(=O)([O-])[O-].[Cs+].[Cs+].[Cl-].[NH4+].